This data is from Full USPTO retrosynthesis dataset with 1.9M reactions from patents (1976-2016). The task is: Predict the reactants needed to synthesize the given product. (1) The reactants are: [CH2:1]([O:3][C:4](=[O:24])[CH2:5][C:6]1[CH:7]=[N:8][CH:9]=[C:10]([C:12]2[CH:17]=[CH:16][C:15]([C:18]([F:21])([F:20])[F:19])=[CH:14][C:13]=2[CH:22]=O)[CH:11]=1)[CH3:2].[NH2:25][CH2:26][C:27]1[CH:32]=[CH:31][CH:30]=[CH:29][N:28]=1.C(O)(=O)C.C([BH3-])#N.[Na+]. Given the product [CH2:1]([O:3][C:4](=[O:24])[CH2:5][C:6]1[CH:7]=[N:8][CH:9]=[C:10]([C:12]2[CH:17]=[CH:16][C:15]([C:18]([F:21])([F:20])[F:19])=[CH:14][C:13]=2[CH2:22][NH:25][CH2:26][C:27]2[CH:32]=[CH:31][CH:30]=[CH:29][N:28]=2)[CH:11]=1)[CH3:2], predict the reactants needed to synthesize it. (2) Given the product [CH3:12][O:13][C:14]1[CH:15]=[C:16]([C:20](=[O:29])[CH2:21][CH2:22][C:23]2[CH:28]=[CH:27][CH:26]=[CH:25][CH:24]=2)[CH:17]=[CH:18][CH:19]=1, predict the reactants needed to synthesize it. The reactants are: [Cr](O[Cr]([O-])(=O)=O)([O-])(=O)=O.[K+].[K+].[CH3:12][O:13][C:14]1[CH:15]=[C:16]([CH:20]([OH:29])[CH2:21][CH2:22][C:23]2[CH:28]=[CH:27][CH:26]=[CH:25][CH:24]=2)[CH:17]=[CH:18][CH:19]=1. (3) The reactants are: Cl[C:2]1[N:7]=[CH:6][C:5]([O:8][CH2:9][CH:10]2[CH2:15][CH2:14][N:13]([CH2:16][C:17]([CH2:21][CH3:22])([F:20])[CH2:18][CH3:19])[CH2:12][CH2:11]2)=[CH:4][N:3]=1.[F:23][C:24]1[CH:29]=[C:28]([C:30]([O:32][CH3:33])=[O:31])[CH:27]=[CH:26][C:25]=1B(O)O.C([O-])([O-])=O.[Cs+].[Cs+]. Given the product [CH2:18]([C:17]([F:20])([CH2:21][CH3:22])[CH2:16][N:13]1[CH2:14][CH2:15][CH:10]([CH2:9][O:8][C:5]2[CH:4]=[N:3][C:2]([C:25]3[CH:26]=[CH:27][C:28]([C:30]([O:32][CH3:33])=[O:31])=[CH:29][C:24]=3[F:23])=[N:7][CH:6]=2)[CH2:11][CH2:12]1)[CH3:19], predict the reactants needed to synthesize it. (4) The reactants are: [OH:1][C:2]([CH3:35])([CH3:34])[CH2:3][C@@:4]1([C:28]2[CH:33]=[CH:32][CH:31]=[CH:30][CH:29]=2)[O:9][C:8](=[O:10])[N:7]([C@H:11]([C:13]2[CH:18]=[CH:17][C:16](B3OC(C)(C)C(C)(C)O3)=[CH:15][CH:14]=2)[CH3:12])[CH2:6][CH2:5]1.Br[C:37]1[CH:38]=[N:39][N:40]([CH3:42])[CH:41]=1. Given the product [OH:1][C:2]([CH3:34])([CH3:35])[CH2:3][C@@:4]1([C:28]2[CH:29]=[CH:30][CH:31]=[CH:32][CH:33]=2)[O:9][C:8](=[O:10])[N:7]([C@H:11]([C:13]2[CH:18]=[CH:17][C:16]([C:37]3[CH:38]=[N:39][N:40]([CH3:42])[CH:41]=3)=[CH:15][CH:14]=2)[CH3:12])[CH2:6][CH2:5]1, predict the reactants needed to synthesize it. (5) Given the product [Br:1][C:2]1[CH:3]=[C:4]2[C:11]3([C:15](=[O:16])[NH:14][C:13](=[S:34])[NH:12]3)[CH2:10][CH:9]([C:18]3[CH:23]=[CH:22][CH:21]=[CH:20][C:19]=3[F:24])[O:8][C:5]2=[CH:6][CH:7]=1, predict the reactants needed to synthesize it. The reactants are: [Br:1][C:2]1[CH:3]=[C:4]2[C:11]3([C:15](=[O:16])[NH:14][C:13](=O)[NH:12]3)[CH2:10][CH:9]([C:18]3[CH:23]=[CH:22][CH:21]=[CH:20][C:19]=3[F:24])[O:8][C:5]2=[CH:6][CH:7]=1.COC1C=CC(P2(SP(C3C=CC(OC)=CC=3)(=S)S2)=[S:34])=CC=1.